From a dataset of Merck oncology drug combination screen with 23,052 pairs across 39 cell lines. Regression. Given two drug SMILES strings and cell line genomic features, predict the synergy score measuring deviation from expected non-interaction effect. Drug 1: COc1cccc2c1C(=O)c1c(O)c3c(c(O)c1C2=O)CC(O)(C(=O)CO)CC3OC1CC(N)C(O)C(C)O1. Drug 2: C#Cc1cccc(Nc2ncnc3cc(OCCOC)c(OCCOC)cc23)c1. Cell line: UACC62. Synergy scores: synergy=16.2.